Dataset: Forward reaction prediction with 1.9M reactions from USPTO patents (1976-2016). Task: Predict the product of the given reaction. (1) Given the reactants [Br:1][C:2]1[CH:3]=[C:4]([S:8]([CH2:11][C:12]([O:14]C)=O)(=[O:10])=[O:9])[CH:5]=[N:6][CH:7]=1.[NH3:16], predict the reaction product. The product is: [Br:1][C:2]1[CH:3]=[C:4]([S:8]([CH2:11][C:12]([NH2:16])=[O:14])(=[O:10])=[O:9])[CH:5]=[N:6][CH:7]=1. (2) Given the reactants [C:1]1([CH2:7][NH:8][C:9]([C:11]2[CH:16]=[C:15]([C:17]3[C:21]4[CH:22]=[CH:23][CH:24]=[CH:25][C:20]=4[O:19][N:18]=3)[C:14]([O:26]C)=[CH:13][C:12]=2[O:28]C)=[O:10])[CH:6]=[CH:5][CH:4]=[CH:3][CH:2]=1.B(Br)(Br)Br, predict the reaction product. The product is: [C:1]1([CH2:7][NH:8][C:9]([C:11]2[CH:16]=[C:15]([C:17]3[C:21]4[CH:22]=[CH:23][CH:24]=[CH:25][C:20]=4[O:19][N:18]=3)[C:14]([OH:26])=[CH:13][C:12]=2[OH:28])=[O:10])[CH:6]=[CH:5][CH:4]=[CH:3][CH:2]=1.